This data is from Retrosynthesis with 50K atom-mapped reactions and 10 reaction types from USPTO. The task is: Predict the reactants needed to synthesize the given product. (1) The reactants are: CC(C)n1ncnc1-c1nc2c(s1)CCOc1cc(C3CCN(CCOC4CCCCO4)CC3)ccc1-2. Given the product CC(C)n1ncnc1-c1nc2c(s1)CCOc1cc(C3CCN(CCO)CC3)ccc1-2, predict the reactants needed to synthesize it. (2) Given the product COc1cc2c(-c3ccc(Br)cc3F)nc(N)nc2cc1O, predict the reactants needed to synthesize it. The reactants are: COc1cc2c(-c3ccc(Br)cc3F)nc(N)nc2cc1OCc1ccccc1. (3) Given the product N=C(N)NCCc1ccc(OCCC2Oc3ccc(N)cc3N(Cc3cccc(Cl)c3)C2=O)cc1, predict the reactants needed to synthesize it. The reactants are: N=C(N)NCCc1ccc(OCCC2Oc3ccc([N+](=O)[O-])cc3N(Cc3cccc(Cl)c3)C2=O)cc1. (4) Given the product CC(C)(C)OC(=O)N[C@@H](CC(=O)N1CCn2c(nnc2C(F)(F)F)C1)Cc1cc(F)c(F)cc1F, predict the reactants needed to synthesize it. The reactants are: CC(C)(C)OC(=O)N[C@@H](CC(=O)O)Cc1cc(F)c(F)cc1F.FC(F)(F)c1nnc2n1CCNC2. (5) The reactants are: CCOC(=O)C1CCc2cc(OC)ccc2C1=O. Given the product CCOC(=O)C1CCc2cc(OC)ccc2C1, predict the reactants needed to synthesize it. (6) The reactants are: N#C[Cu].O=C(c1nc2c(C(F)(F)F)cc(C3CC3)cn2c1Br)N1CCC(N2CCOC2=O)CC1. Given the product N#Cc1c(C(=O)N2CCC(N3CCOC3=O)CC2)nc2c(C(F)(F)F)cc(C3CC3)cn12, predict the reactants needed to synthesize it. (7) Given the product Cc1cccc(C)c1CNc1cc(C(=O)O)cc2c1nc(C)n2C, predict the reactants needed to synthesize it. The reactants are: CCOC(=O)c1cc(NCc2c(C)cccc2C)c2nc(C)n(C)c2c1.